From a dataset of Full USPTO retrosynthesis dataset with 1.9M reactions from patents (1976-2016). Predict the reactants needed to synthesize the given product. (1) Given the product [Br:5][C:6]1[CH:11]=[CH:10][CH:9]=[C:8]([O:12][CH2:2][O:3][CH3:4])[C:7]=1[F:13], predict the reactants needed to synthesize it. The reactants are: Cl[CH2:2][O:3][CH3:4].[Br:5][C:6]1[C:7]([F:13])=[C:8]([OH:12])[CH:9]=[CH:10][CH:11]=1.C(N(C(C)C)CC)(C)C. (2) Given the product [CH3:21][N:20]([CH2:19][C:13]1[N:14]([CH3:18])[C:15]2[C:11]([CH:12]=1)=[CH:10][C:9]([O:8][CH2:1][C:2]1[CH:3]=[CH:4][CH:5]=[CH:6][CH:7]=1)=[CH:17][CH:16]=2)[C:50]([C:47]1[CH:48]=[CH:49][C:39]2[NH:38][C@H:37]([CH2:36][OH:35])[C:43](=[O:44])[N:42]([CH3:45])[CH2:41][C:40]=2[CH:46]=1)=[O:51], predict the reactants needed to synthesize it. The reactants are: [CH2:1]([O:8][C:9]1[CH:10]=[C:11]2[C:15](=[CH:16][CH:17]=1)[N:14]([CH3:18])[C:13]([CH2:19][NH:20][CH3:21])=[CH:12]2)[C:2]1[CH:7]=[CH:6][CH:5]=[CH:4][CH:3]=1.CN1C2C(=CC=CC=2)C=C1CNC.[OH:35][CH2:36][C@@H:37]1[C:43](=[O:44])[N:42]([CH3:45])[CH2:41][C:40]2[CH:46]=[C:47]([C:50](O)=[O:51])[CH:48]=[CH:49][C:39]=2[NH:38]1.C(C[C@@H]1C(=O)N(C)CC2C=C(C(O)=O)C=CC=2N1)(OC)=O. (3) The reactants are: [CH3:1][O:2][C@H:3]1[CH2:8][CH2:7][C@H:6]2[C@H:9]3[C@H:19]([CH2:20][CH2:21][C@:4]12[CH3:5])[C@:17]1([CH3:18])[CH:12]([CH2:13][C@H:14]([OH:28])[C@@H:15]([N:22]2[CH2:27][CH2:26][NH:25][CH2:24][CH2:23]2)[CH2:16]1)[CH2:11][CH2:10]3.[C:29]1([C:39]([N:41]2[CH2:48][CH2:47][CH2:46][C@H:42]2[C:43]([OH:45])=O)=[O:40])[C:38]2[C:33](=[CH:34][CH:35]=[CH:36][CH:37]=2)[CH:32]=[CH:31][CH:30]=1.C1CN([P+](ON2N=NC3C=CC=CC2=3)(N2CCCC2)N2CCCC2)CC1.F[P-](F)(F)(F)(F)F.C1C=CC2N(O)N=NC=2C=1.CCN(C(C)C)C(C)C. Given the product [OH:28][C@@H:14]1[C@@H:15]([N:22]2[CH2:23][CH2:24][N:25]([C:43]([C@@H:42]3[CH2:46][CH2:47][CH2:48][N:41]3[C:39]([C:29]3[CH:30]=[CH:31][C:32]4[C:33](=[CH:34][CH:35]=[CH:36][CH:37]=4)[CH:38]=3)=[O:40])=[O:45])[CH2:26][CH2:27]2)[CH2:16][C@@:17]2([CH3:18])[CH:12]([CH2:11][CH2:10][C@@H:9]3[C@@H:19]2[CH2:20][CH2:21][C@@:4]2([CH3:5])[C@H:6]3[CH2:7][CH2:8][C@@H:3]2[O:2][CH3:1])[CH2:13]1, predict the reactants needed to synthesize it. (4) Given the product [CH:18]1([S:20][C:2]2[C:7]([I:8])=[CH:6][CH:5]=[CH:4][N:3]=2)[CH2:19][CH2:15][CH2:16][CH2:17]1, predict the reactants needed to synthesize it. The reactants are: F[C:2]1[C:7]([I:8])=[CH:6][CH:5]=[CH:4][N:3]=1.C([O-])([O-])=O.[Cs+].[Cs+].[CH2:15]1[CH2:19][CH:18]([SH:20])[CH2:17][CH2:16]1.[Na+].[Cl-].